From a dataset of Reaction yield outcomes from USPTO patents with 853,638 reactions. Predict the reaction yield, written as a fraction of the theoretical maximum amount of product (1.0 means a 100% yield; for example, 0.34 means a 34% yield). (1) The reactants are C(OC([N:8]1[CH2:13][CH2:12][C:11]([CH2:20][C:21]2[CH:26]=[CH:25][C:24]([F:27])=[CH:23][CH:22]=2)([CH2:14][N:15]2[CH:19]=[CH:18][N:17]=[CH:16]2)[CH2:10][CH2:9]1)=O)(C)(C)C.FC(F)(F)C(O)=O. The catalyst is C(Cl)Cl. The product is [F:27][C:24]1[CH:23]=[CH:22][C:21]([CH2:20][C:11]2([CH2:14][N:15]3[CH:19]=[CH:18][N:17]=[CH:16]3)[CH2:10][CH2:9][NH:8][CH2:13][CH2:12]2)=[CH:26][CH:25]=1. The yield is 0.910. (2) The reactants are [C:1]([C:3]1[CH:8]=[CH:7][C:6]([CH2:9][CH2:10][NH:11]C(=O)OC(C)(C)C)=[CH:5][CH:4]=1)#[N:2].C(O)(C(F)(F)F)=O. The catalyst is C(Cl)Cl. The product is [C:1]([C:3]1[CH:8]=[CH:7][C:6]([CH2:9][CH2:10][NH2:11])=[CH:5][CH:4]=1)#[N:2]. The yield is 0.950.